From a dataset of Reaction yield outcomes from USPTO patents with 853,638 reactions. Predict the reaction yield, written as a fraction of the theoretical maximum amount of product (1.0 means a 100% yield; for example, 0.34 means a 34% yield). (1) No catalyst specified. The product is [F:20][C:18]1[C:17]([F:21])=[CH:16][C:12]([CH2:13][OH:14])=[C:11]([S:10][C:5]2[CH:6]=[CH:7][CH:8]=[CH:9][C:4]=2[CH2:1][OH:2])[CH:19]=1. The reactants are [C:1]([C:4]1[CH:9]=[CH:8][CH:7]=[CH:6][C:5]=1[S:10][C:11]1[CH:19]=[C:18]([F:20])[C:17]([F:21])=[CH:16][C:12]=1[C:13](O)=[O:14])(O)=[O:2].S(C1C=CC=CC=1C(OC)=O)C1C=CC=CC=1C(OC)=O. The yield is 0.740. (2) The reactants are C(OC([N:11]1[CH2:16][CH2:15][N:14]([CH2:17][C@@H:18]2[O:23][CH2:22][CH2:21][N:20]([C:24]([O:26][C:27]([CH3:30])([CH3:29])[CH3:28])=[O:25])[CH2:19]2)[CH2:13][CH2:12]1)=O)C1C=CC=CC=1. The catalyst is [Pd].C(O)C. The product is [N:14]1([CH2:17][C@@H:18]2[O:23][CH2:22][CH2:21][N:20]([C:24]([O:26][C:27]([CH3:30])([CH3:29])[CH3:28])=[O:25])[CH2:19]2)[CH2:15][CH2:16][NH:11][CH2:12][CH2:13]1. The yield is 0.980. (3) The reactants are Br[C:2]1[CH:3]=[C:4]2[C:8](=[CH:9][CH:10]=1)[NH:7][CH:6]=[C:5]2[C:11]#[N:12].[C:13]([O-:16])(=[O:15])C.[Na+].[CH2:18](O)[CH3:19]. No catalyst specified. The product is [C:11]([C:5]1[C:4]2[C:8](=[CH:9][CH:10]=[C:2]([C:13]([O:16][CH2:18][CH3:19])=[O:15])[CH:3]=2)[NH:7][CH:6]=1)#[N:12]. The yield is 0.410. (4) The reactants are Br[C:2]1[CH:3]=[C:4]([C:7]([O:9][CH3:10])=[O:8])[O:5][CH:6]=1.C(=O)([O-])[O-].[K+].[K+].[CH3:17][N:18]1[C:22](B2OC(C)(C)C(C)(C)O2)=[CH:21][CH:20]=[N:19]1. The catalyst is O1CCOCC1.O.CC(C)([P](C(C)(C)C)([Pd][P](C(C)(C)C)(C(C)(C)C)C(C)(C)C)C(C)(C)C)C. The product is [CH3:17][N:18]1[C:22]([C:2]2[CH:3]=[C:4]([C:7]([O:9][CH3:10])=[O:8])[O:5][CH:6]=2)=[CH:21][CH:20]=[N:19]1. The yield is 0.260. (5) The reactants are [CH3:1][O:2][C:3]1[CH:12]=[CH:11][C:10]2[NH:9][C:8](=[O:13])[C:7]3[S:14][CH:15]=[CH:16][C:6]=3[C:5]=2[C:4]=1[C:17]1[CH:22]=[CH:21][C:20]([CH2:23][CH2:24][C:25]#[N:26])=[CH:19][CH:18]=1.B. No catalyst specified. The product is [NH2:26][CH2:25][CH2:24][CH2:23][C:20]1[CH:19]=[CH:18][C:17]([C:4]2[C:5]3[C:6]4[CH:16]=[CH:15][S:14][C:7]=4[C:8](=[O:13])[NH:9][C:10]=3[CH:11]=[CH:12][C:3]=2[O:2][CH3:1])=[CH:22][CH:21]=1. The yield is 0.600. (6) The catalyst is CN(C=O)C. The yield is 0.480. The product is [CH3:35][N:34]([CH2:33][C:26]1[C:27]2[C:32](=[CH:31][CH:30]=[CH:29][CH:28]=2)[N:24]([CH3:23])[CH:25]=1)[C:20](=[O:22])/[CH:19]=[CH:18]/[C:16]1[CH:15]=[N:14][C:12]2[NH:13][C:7](=[O:6])[CH2:8][CH2:9][CH2:10][C:11]=2[CH:17]=1. The reactants are C(Cl)CCl.Cl.[O:6]=[C:7]1[NH:13][C:12]2[N:14]=[CH:15][C:16](/[CH:18]=[CH:19]/[C:20]([OH:22])=O)=[CH:17][C:11]=2[CH2:10][CH2:9][CH2:8]1.[CH3:23][N:24]1[C:32]2[C:27](=[CH:28][CH:29]=[CH:30][CH:31]=2)[C:26]([CH2:33][NH:34][CH3:35])=[CH:25]1.C1C=CC2N(O)N=NC=2C=1.O.C(N(C(C)C)CC)(C)C. (7) The reactants are [CH2:1]([O:3][C:4](=[O:55])[CH2:5][N:6]([C:8](=[O:54])[C@@H:9]([NH:25][C:26](=[O:53])[C@@H:27]([NH2:52])[CH2:28][CH2:29][CH2:30][NH:31]/[C:32](/[NH2:51])=[N:33]\[S:34]([C:37]1[C:38]([CH3:50])=[C:39]([CH3:49])[C:40]2[O:44][C:43]([CH3:46])([CH3:45])[CH2:42][C:41]=2[C:47]=1[CH3:48])(=[O:36])=[O:35])[CH2:10][N:11]([CH3:24])[S:12]([C:15]1[CH:20]=[CH:19][CH:18]=[CH:17][C:16]=1[N+:21]([O-:23])=[O:22])(=[O:14])=[O:13])[CH3:7])[CH3:2].CCN(C(C)C)C(C)C.[CH3:65][C:66](OC(C)=O)=[O:67]. The catalyst is C(Cl)(Cl)Cl. The product is [CH2:1]([O:3][C:4](=[O:55])[CH2:5][N:6]([C:8](=[O:54])[C@@H:9]([NH:25][C:26](=[O:53])[C@@H:27]([NH:52][C:66](=[O:67])[CH3:65])[CH2:28][CH2:29][CH2:30][NH:31]/[C:32](/[NH2:51])=[N:33]\[S:34]([C:37]1[C:38]([CH3:50])=[C:39]([CH3:49])[C:40]2[O:44][C:43]([CH3:45])([CH3:46])[CH2:42][C:41]=2[C:47]=1[CH3:48])(=[O:35])=[O:36])[CH2:10][N:11]([CH3:24])[S:12]([C:15]1[CH:20]=[CH:19][CH:18]=[CH:17][C:16]=1[N+:21]([O-:23])=[O:22])(=[O:14])=[O:13])[CH3:7])[CH3:2]. The yield is 0.820.